Dataset: Forward reaction prediction with 1.9M reactions from USPTO patents (1976-2016). Task: Predict the product of the given reaction. (1) Given the reactants Cl.[CH2:2]([N:9]1[CH2:14][CH2:13][CH:12]([C:15]([O:17][CH2:18][CH3:19])=[O:16])[C:11](=O)[CH2:10]1)[C:3]1[CH:8]=[CH:7][CH:6]=[CH:5][CH:4]=1.[H-].[Na+].C1C=CC(N(S(C(F)(F)F)(=O)=O)S(C(F)(F)F)(=O)=O)=CC=1.[CH3:44][C:45]1[CH:49]=[CH:48][S:47][C:46]=1B(O)O.C(=O)([O-])[O-].[K+].[K+], predict the reaction product. The product is: [CH2:2]([N:9]1[CH2:10][C:11]([C:46]2[S:47][CH:48]=[CH:49][C:45]=2[CH3:44])=[C:12]([C:15]([O:17][CH2:18][CH3:19])=[O:16])[CH2:13][CH2:14]1)[C:3]1[CH:8]=[CH:7][CH:6]=[CH:5][CH:4]=1. (2) Given the reactants Br[C:2]1[N:3]([CH:18]2[CH2:23][CH2:22][CH2:21][CH2:20][O:19]2)[C:4]2[C:9]([N:10]=1)=[C:8]([NH2:11])[N:7]=[C:6]([O:12][C@@H:13]([CH3:17])[CH2:14][CH2:15][CH3:16])[N:5]=2.[CH3:24][O-:25].[Na+], predict the reaction product. The product is: [CH3:17][C@H:13]([O:12][C:6]1[N:5]=[C:4]2[C:9]([N:10]=[C:2]([O:25][CH3:24])[N:3]2[CH:18]2[CH2:23][CH2:22][CH2:21][CH2:20][O:19]2)=[C:8]([NH2:11])[N:7]=1)[CH2:14][CH2:15][CH3:16]. (3) The product is: [Cl:29][C:26]1[CH:27]=[CH:28][C:23]([N:21]([OH:22])[C:19](=[O:20])[NH:18][C:15]2[CH:14]=[CH:13][C:12]([N:8]3[C:9]4[C:5](=[CH:4][C:3]([NH:2][C:34](=[O:44])[CH2:35][CH2:36][CH2:37][CH2:38][CH2:39][CH2:40][CH2:41][CH2:42][CH3:43])=[CH:11][CH:10]=4)[CH:6]=[CH:7]3)=[CH:17][CH:16]=2)=[CH:24][C:25]=1[C:30]([F:33])([F:32])[F:31]. Given the reactants Cl.[NH2:2][C:3]1[CH:4]=[C:5]2[C:9](=[CH:10][CH:11]=1)[N:8]([C:12]1[CH:17]=[CH:16][C:15]([NH:18][C:19]([N:21]([C:23]3[CH:28]=[CH:27][C:26]([Cl:29])=[C:25]([C:30]([F:33])([F:32])[F:31])[CH:24]=3)[OH:22])=[O:20])=[CH:14][CH:13]=1)[CH:7]=[CH:6]2.[C:34](Cl)(=[O:44])[CH2:35][CH2:36][CH2:37][CH2:38][CH2:39][CH2:40][CH2:41][CH2:42][CH3:43], predict the reaction product.